Dataset: Catalyst prediction with 721,799 reactions and 888 catalyst types from USPTO. Task: Predict which catalyst facilitates the given reaction. Reactant: [CH3:1][O:2][C:3]1[CH:21]=[CH:20][C:6]([CH2:7][N:8]2[C:13]3=[N:14][NH:15][CH:16]=[C:12]3[C:11](=[O:17])[N:10]([CH3:18])[C:9]2=[O:19])=[CH:5][CH:4]=1.Br[CH2:23][C:24]1[CH:29]=[CH:28][C:27]([N:30]2[CH:34]=[CH:33][CH:32]=[N:31]2)=[CH:26][CH:25]=1.C([O-])([O-])=O.[K+].[K+]. Product: [N:30]1([C:27]2[CH:28]=[CH:29][C:24]([CH2:23][N:15]3[CH:16]=[C:12]4[C:13]([N:8]([CH2:7][C:6]5[CH:5]=[CH:4][C:3]([O:2][CH3:1])=[CH:21][CH:20]=5)[C:9](=[O:19])[N:10]([CH3:18])[C:11]4=[O:17])=[N:14]3)=[CH:25][CH:26]=2)[CH:34]=[CH:33][CH:32]=[N:31]1. The catalyst class is: 3.